Dataset: Full USPTO retrosynthesis dataset with 1.9M reactions from patents (1976-2016). Task: Predict the reactants needed to synthesize the given product. (1) Given the product [C:16]([O:15][C:14]([NH:13][CH2:12][CH2:11][O:10][CH2:9][CH2:8][N:7]([CH2:6][CH2:5][O:4][CH2:3][CH2:2][OH:1])[CH2:21][C:22]([OH:24])=[O:23])=[O:20])([CH3:19])([CH3:18])[CH3:17], predict the reactants needed to synthesize it. The reactants are: [OH:1][CH2:2][CH2:3][O:4][CH2:5][CH2:6][N:7]([CH2:21][C:22]([O:24]CC1C=CC=CC=1)=[O:23])[CH2:8][CH2:9][O:10][CH2:11][CH2:12][NH:13][C:14](=[O:20])[O:15][C:16]([CH3:19])([CH3:18])[CH3:17]. (2) Given the product [C:1]([O:5][C:6]([C:8]1[C:13]([O:14][CH2:15][C:16]2[CH:21]=[CH:20][CH:19]=[CH:18][CH:17]=2)=[C:12]([OH:22])[N:11]=[C:10]([CH2:23][C:24]2[CH:29]=[C:28]([O:30][CH3:31])[CH:27]=[CH:26][C:25]=2[C:33]2[CH:38]=[CH:37][CH:36]=[CH:35][CH:34]=2)[N:9]=1)=[O:7])([CH3:4])([CH3:3])[CH3:2], predict the reactants needed to synthesize it. The reactants are: [C:1]([O:5][C:6]([C:8]1[C:13]([O:14][CH2:15][C:16]2[CH:21]=[CH:20][CH:19]=[CH:18][CH:17]=2)=[C:12]([OH:22])[N:11]=[C:10]([CH2:23][C:24]2[CH:29]=[C:28]([O:30][CH3:31])[CH:27]=[CH:26][C:25]=2Br)[N:9]=1)=[O:7])([CH3:4])([CH3:3])[CH3:2].[C:33]1(B(O)O)[CH:38]=[CH:37][CH:36]=[CH:35][CH:34]=1.CC(C1C=C(C(C)C)C(C2C=CC=CC=2P(C2CCCCC2)C2CCCCC2)=C(C(C)C)C=1)C.[O-]P([O-])([O-])=O.[K+].[K+].[K+]. (3) The reactants are: [F:1][C:2]1[CH:3]=[CH:4][C:5]([OH:12])=[C:6]([CH:11]=1)[C:7](OC)=[O:8].O=O.[H-].[Al+3].[Li+].[H-].[H-].[H-].[Cl-].[NH4+]. Given the product [F:1][C:2]1[CH:3]=[CH:4][C:5]([OH:12])=[C:6]([CH2:7][OH:8])[CH:11]=1, predict the reactants needed to synthesize it. (4) Given the product [C:19]([O:18][C:17](=[O:23])[N:16]([CH2:15][CH2:14][CH2:13][OH:12])[CH3:24])([CH3:22])([CH3:20])[CH3:21], predict the reactants needed to synthesize it. The reactants are: C(O)(=O)C.[Si]([O:12][CH2:13][CH2:14][CH2:15][N:16]([CH3:24])[C:17](=[O:23])[O:18][C:19]([CH3:22])([CH3:21])[CH3:20])(C(C)(C)C)(C)C.CCOC(C)=O.CCCCCC. (5) Given the product [F:56][C:53]1[CH:52]=[CH:51][CH:50]=[C:49]2[C:54]=1[CH2:55][N:47]([C:45]([O:44][C@H:42]1[CH2:43][N:11]3[C@H:12]([C:13](=[O:40])[NH:14][C@:15]4([C:37](=[O:38])[NH:76][S:73]([CH:70]5[CH2:72][CH2:71]5)(=[O:75])=[O:74])[CH2:36][C@H:16]4[CH:17]=[CH:18][CH2:19][CH2:20][N:21]([S:24]([C:27]4[CH:32]=[CH:31][CH:30]=[CH:29][C:28]=4[N+:33]([O-:35])=[O:34])(=[O:26])=[O:25])[CH2:22][CH2:23][C@H:9]([NH:8][C:6]([O:5][C:1]([CH3:4])([CH3:3])[CH3:2])=[O:7])[C:10]3=[O:57])[CH2:41]1)=[O:46])[CH2:48]2, predict the reactants needed to synthesize it. The reactants are: [C:1]([O:5][C:6]([NH:8][C@H:9]1[CH2:23][CH2:22][N:21]([S:24]([C:27]2[CH:32]=[CH:31][CH:30]=[CH:29][C:28]=2[N+:33]([O-:35])=[O:34])(=[O:26])=[O:25])[CH2:20][CH2:19][CH:18]=[CH:17][C@@H:16]2[CH2:36][C@@:15]2([C:37](O)=[O:38])[NH:14][C:13](=[O:40])[C@@H:12]2[CH2:41][C@@H:42]([O:44][C:45]([N:47]3[CH2:55][C:54]4[C:49](=[CH:50][CH:51]=[CH:52][C:53]=4[F:56])[CH2:48]3)=[O:46])[CH2:43][N:11]2[C:10]1=[O:57])=[O:7])([CH3:4])([CH3:3])[CH3:2].N1(C(N2C=CN=C2)=O)C=CN=C1.[CH:70]1([S:73]([NH2:76])(=[O:75])=[O:74])[CH2:72][CH2:71]1.C1CCN2C(=NCCC2)CC1.S([O-])(O)(=O)=O.[K+]. (6) Given the product [O-:1][N+:2]1[CH:3]=[CH:4][C:5]([NH:8][CH2:9][CH:11]2[CH2:16][CH2:15][N:14]([C:17]([O:19][CH2:20][C:21]3[CH:22]=[CH:23][CH:24]=[CH:25][CH:26]=3)=[O:18])[CH2:13][CH2:12]2)=[CH:6][CH:7]=1, predict the reactants needed to synthesize it. The reactants are: [O-:1][N+:2]1[CH:7]=[CH:6][C:5]([NH:8][C:9]([CH:11]2[CH2:16][CH2:15][N:14]([C:17]([O:19][CH2:20][C:21]3[CH:26]=[CH:25][CH:24]=[CH:23][CH:22]=3)=[O:18])[CH2:13][CH2:12]2)=O)=[CH:4][CH:3]=1.B. (7) Given the product [CH3:25][O:24][C:17]1[CH:18]=[C:19]([C:2]2[C:10]3[C:5](=[CH:6][CH:7]=[C:8]([CH:11]=[O:12])[CH:9]=3)[NH:4][N:3]=2)[CH:20]=[C:15]([O:14][CH3:13])[C:16]=1[O:26][CH3:27], predict the reactants needed to synthesize it. The reactants are: I[C:2]1[C:10]2[C:5](=[CH:6][CH:7]=[C:8]([CH:11]=[O:12])[CH:9]=2)[NH:4][N:3]=1.[CH3:13][O:14][C:15]1[CH:20]=[CH:19][C:18](B(O)O)=[C:17]([O:24][CH3:25])[C:16]=1[O:26][CH3:27].C([O-])([O-])=O.[K+].[K+].O1CCOCC1. (8) Given the product [CH2:1]([O:8][C:9]1[C:19](=[O:20])[N:18]2[C:12]([CH:13]([CH3:29])[S:14][CH2:15][CH2:16][CH2:17]2)=[N:11][C:10]=1[C:21]([O:23][CH2:24][CH3:25])=[O:22])[C:2]1[CH:3]=[CH:4][CH:5]=[CH:6][CH:7]=1, predict the reactants needed to synthesize it. The reactants are: [CH2:1]([O:8][C:9]1[C:19](=[O:20])[N:18]2[C:12]([CH2:13][S:14][CH2:15][CH2:16][CH2:17]2)=[N:11][C:10]=1[C:21]([O:23][CH2:24][CH3:25])=[O:22])[C:2]1[CH:7]=[CH:6][CH:5]=[CH:4][CH:3]=1.IC.[Li+].[CH3:29][Si]([N-][Si](C)(C)C)(C)C. (9) Given the product [C:19]([O:18][C:16]([N:10]1[CH2:15][CH2:14][N:13]([C:2]2[CH:7]=[C:6]([Cl:8])[N:5]=[C:4]([CH3:9])[N:3]=2)[CH2:12][CH2:11]1)=[O:17])([CH3:22])([CH3:20])[CH3:21], predict the reactants needed to synthesize it. The reactants are: Cl[C:2]1[CH:7]=[C:6]([Cl:8])[N:5]=[C:4]([CH3:9])[N:3]=1.[N:10]1([C:16]([O:18][C:19]([CH3:22])([CH3:21])[CH3:20])=[O:17])[CH2:15][CH2:14][NH:13][CH2:12][CH2:11]1.CCN(C(C)C)C(C)C.